Dataset: Forward reaction prediction with 1.9M reactions from USPTO patents (1976-2016). Task: Predict the product of the given reaction. Given the reactants [H-].[Na+].[N+:3]([C:6]1[CH:12]=[CH:11][CH:10]=[CH:9][C:7]=1[NH2:8])([O-:5])=[O:4].[C:13](OC(=O)C)(=[O:15])[CH3:14].S(OC)(O[CH3:24])(=O)=O, predict the reaction product. The product is: [CH3:24][N:8]([C:13](=[O:15])[CH3:14])[C:7]1[CH:9]=[CH:10][CH:11]=[CH:12][C:6]=1[N+:3]([O-:5])=[O:4].